Dataset: Full USPTO retrosynthesis dataset with 1.9M reactions from patents (1976-2016). Task: Predict the reactants needed to synthesize the given product. (1) Given the product [CH3:13][C:12]1[O:11][N:10]=[C:9]([C:14]2[CH:19]=[CH:18][CH:17]=[CH:16][CH:15]=2)[C:8]=1[C:6]1[N:7]=[C:3]([CH2:2][NH:29][CH2:30][CH2:31][CH2:32][N:33]2[CH2:38][CH2:37][O:36][CH2:35][CH2:34]2)[N:4]([C:20]2[CH:25]=[CH:24][C:23]([N+:26]([O-:28])=[O:27])=[CH:22][CH:21]=2)[CH:5]=1, predict the reactants needed to synthesize it. The reactants are: Cl[CH2:2][C:3]1[N:4]([C:20]2[CH:25]=[CH:24][C:23]([N+:26]([O-:28])=[O:27])=[CH:22][CH:21]=2)[CH:5]=[C:6]([C:8]2[C:9]([C:14]3[CH:19]=[CH:18][CH:17]=[CH:16][CH:15]=3)=[N:10][O:11][C:12]=2[CH3:13])[N:7]=1.[NH2:29][CH2:30][CH2:31][CH2:32][N:33]1[CH2:38][CH2:37][O:36][CH2:35][CH2:34]1. (2) Given the product [OH:29][C:24]1[CH:25]=[CH:26][CH:27]=[CH:28][C:23]=1[NH:22][C:19](=[O:21])[CH2:18][CH2:17][CH2:16][CH2:15][CH2:14][CH2:13][C:11]([C:2]1[CH:1]=[CH:10][C:5]([C:6]2[CH:7]=[CH:8][CH:9]=[CH:31][CH:30]=2)=[CH:4][CH:3]=1)=[O:12], predict the reactants needed to synthesize it. The reactants are: [CH:1]1[C:10]2[C:5](=[CH:6][CH:7]=[CH:8][CH:9]=2)[CH:4]=[CH:3][C:2]=1[C:11]([CH2:13][CH2:14][CH2:15][CH2:16][CH2:17][CH2:18][C:19]([OH:21])=O)=[O:12].[NH2:22][C:23]1[CH:28]=[CH:27][CH:26]=[CH:25][C:24]=1[OH:29].[C:30]1(N)C=CC=C[C:31]=1N.